Predict which catalyst facilitates the given reaction. From a dataset of Catalyst prediction with 721,799 reactions and 888 catalyst types from USPTO. (1) Reactant: [S:1]1[CH:5]=[CH:4][CH:3]=[C:2]1[C:6]1([C:12](Cl)=[O:13])[CH2:11][CH2:10][O:9][CH2:8][CH2:7]1.O.[NH2:16][NH2:17]. Product: [S:1]1[CH:5]=[CH:4][CH:3]=[C:2]1[C:6]1([C:12]([NH:16][NH2:17])=[O:13])[CH2:11][CH2:10][O:9][CH2:8][CH2:7]1. The catalyst class is: 1. (2) Reactant: [C:1]([C:5]1[CH:9]=[C:8]([NH:10][C:11]([NH:13][C:14]2[CH:19]=[CH:18][CH:17]=[C:16]([Cl:20])[C:15]=2[Cl:21])=[O:12])[N:7]([C:22]2[CH:31]=[C:30]3[C:25]([CH2:26][CH2:27][NH:28][C:29]3=O)=[CH:24][CH:23]=2)[N:6]=1)([CH3:4])([CH3:3])[CH3:2].[H-].[H-].[H-].[H-].[Li+].[Al+3]. The catalyst class is: 1. Product: [C:1]([C:5]1[CH:9]=[C:8]([NH:10][C:11]([NH:13][C:14]2[CH:19]=[CH:18][CH:17]=[C:16]([Cl:20])[C:15]=2[Cl:21])=[O:12])[N:7]([C:22]2[CH:31]=[C:30]3[C:25]([CH2:26][CH2:27][NH:28][CH2:29]3)=[CH:24][CH:23]=2)[N:6]=1)([CH3:4])([CH3:2])[CH3:3].